This data is from Reaction yield outcomes from USPTO patents with 853,638 reactions. The task is: Predict the reaction yield, written as a fraction of the theoretical maximum amount of product (1.0 means a 100% yield; for example, 0.34 means a 34% yield). (1) The reactants are [N:1]1[CH:6]=[CH:5][CH:4]=[C:3](/[CH:7]=[CH:8]/[CH2:9][CH:10]([OH:12])[CH3:11])[CH:2]=1.[C:13]1([CH3:23])[CH:18]=[CH:17][C:16]([S:19](Cl)(=[O:21])=[O:20])=[CH:15][CH:14]=1. The catalyst is N1C=CC=CC=1. The product is [C:13]1([CH3:23])[CH:18]=[CH:17][C:16]([S:19]([O:12][CH:10]([CH2:9]/[CH:8]=[CH:7]/[C:3]2[CH:2]=[N:1][CH:6]=[CH:5][CH:4]=2)[CH3:11])(=[O:21])=[O:20])=[CH:15][CH:14]=1. The yield is 0.601. (2) The reactants are [CH3:1][S:2]([N:5]1[CH2:10][CH2:9][NH:8][CH2:7][CH2:6]1)(=[O:4])=[O:3].[C:11](#[N:14])[CH:12]=[CH2:13]. The catalyst is CO. The product is [CH3:1][S:2]([N:5]1[CH2:10][CH2:9][N:8]([CH2:13][CH2:12][C:11]#[N:14])[CH2:7][CH2:6]1)(=[O:4])=[O:3]. The yield is 0.990. (3) The reactants are [CH3:1][O:2][C:3](=[O:18])[CH:4]=[C:5]1[CH2:10][CH2:9][N:8]([C:11]([O:13][C:14]([CH3:17])([CH3:16])[CH3:15])=[O:12])[CH2:7][CH2:6]1.O. The catalyst is CO.[Pd]. The product is [CH3:1][O:2][C:3](=[O:18])[CH2:4][CH:5]1[CH2:6][CH2:7][N:8]([C:11]([O:13][C:14]([CH3:16])([CH3:15])[CH3:17])=[O:12])[CH2:9][CH2:10]1. The yield is 0.990. (4) The reactants are [C:1]([O:5][C:6]1[CH:11]=[CH:10][C:9]([CH2:12][C@H:13]([NH:37]C(=O)OCC2C3C=CC=CC=3C3C2=CC=CC=3)[C:14]([N:16]([CH2:26][C:27]2[C:31]3=[N:32][C:33]([Cl:36])=[CH:34][CH:35]=[C:30]3[S:29][CH:28]=2)[C@@H:17]([CH3:25])[CH:18]([O:22][CH2:23][CH3:24])[O:19][CH2:20][CH3:21])=[O:15])=[CH:8][CH:7]=1)([CH3:4])([CH3:3])[CH3:2].N1CCCCC1. No catalyst specified. The product is [NH2:37][C@@H:13]([CH2:12][C:9]1[CH:10]=[CH:11][C:6]([O:5][C:1]([CH3:4])([CH3:3])[CH3:2])=[CH:7][CH:8]=1)[C:14]([N:16]([CH2:26][C:27]1[C:31]2=[N:32][C:33]([Cl:36])=[CH:34][CH:35]=[C:30]2[S:29][CH:28]=1)[C@@H:17]([CH3:25])[CH:18]([O:22][CH2:23][CH3:24])[O:19][CH2:20][CH3:21])=[O:15]. The yield is 1.19. (5) The reactants are [OH:1][C:2]1[C:7]([CH2:8][CH:9]=[C:10]([CH3:12])[CH3:11])=[C:6]([OH:13])[C:5]([CH2:14][CH:15]=[C:16]([CH3:18])[CH3:17])=[C:4]([OH:19])[C:3]=1[C:20](=[O:22])[CH3:21].C(=O)([O-])[O-].[K+].[K+].[F:29][C:30]1[CH:31]=[C:32]([CH:36]=[CH:37][C:38]=1[Cl:39])[C:33](Cl)=O. The catalyst is CCCC[N+](CCCC)(CCCC)CCCC.[Br-].C1(C)C=CC=CC=1. The yield is 0.0350. The product is [F:29][C:30]1[CH:31]=[C:32]([C:33]2[O:1][C:2]3[C:7]([CH2:8][CH:9]=[C:10]([CH3:12])[CH3:11])=[C:6]([OH:13])[C:5]([CH2:14][CH:15]=[C:16]([CH3:17])[CH3:18])=[C:4]([OH:19])[C:3]=3[C:20](=[O:22])[CH:21]=2)[CH:36]=[CH:37][C:38]=1[Cl:39]. (6) The reactants are [C:9](O[C:9]([O:11][C:12]([CH3:15])([CH3:14])[CH3:13])=[O:10])([O:11][C:12]([CH3:15])([CH3:14])[CH3:13])=[O:10].[NH2:16][CH2:17][C:18]1([CH2:22][OH:23])[CH2:21][CH2:20][CH2:19]1.[NH4+].[Cl-]. The catalyst is C(Cl)Cl. The product is [OH:23][CH2:22][C:18]1([CH2:17][NH:16][C:9](=[O:10])[O:11][C:12]([CH3:13])([CH3:14])[CH3:15])[CH2:21][CH2:20][CH2:19]1. The yield is 0.890. (7) The reactants are [CH:1]1([NH:7][C:8]2[C:13]([C:14]([NH:16][CH:17]=O)=[O:15])=[CH:12][N:11]=[C:10]3[N:19]([CH2:22][O:23][CH2:24][CH2:25][Si:26]([CH3:29])([CH3:28])[CH3:27])[CH:20]=[CH:21][C:9]=23)[CH2:6][CH2:5][CH2:4][CH2:3][CH2:2]1.[Cl-].[NH4+]. The catalyst is CN1CCCC1=O. The product is [CH:1]1([N:7]2[C:8]3[C:9]4[CH:21]=[CH:20][N:19]([CH2:22][O:23][CH2:24][CH2:25][Si:26]([CH3:28])([CH3:27])[CH3:29])[C:10]=4[N:11]=[CH:12][C:13]=3[C:14](=[O:15])[N:16]=[CH:17]2)[CH2:2][CH2:3][CH2:4][CH2:5][CH2:6]1. The yield is 0.740. (8) The reactants are C([O:4][CH2:5][C:6]1[C:7]([N:27]2[N:36]=[CH:35][C:34]3[C:29](=[C:30]([F:41])[CH:31]=[C:32]([C:37]([CH3:40])([CH3:39])[CH3:38])[CH:33]=3)[C:28]2=[O:42])=[N:8][CH:9]=[CH:10][C:11]=1[C:12]1[CH:17]=[C:16]([NH:18][C:19]2[CH:23]=[C:22]([CH3:24])[NH:21][N:20]=2)[C:15](=[O:25])[N:14]([CH3:26])[CH:13]=1)(=O)C.[OH-].[Li+]. The catalyst is C1COCC1.C(O)(C)C.O. The product is [C:37]([C:32]1[CH:33]=[C:34]2[C:29](=[C:30]([F:41])[CH:31]=1)[C:28](=[O:42])[N:27]([C:7]1[C:6]([CH2:5][OH:4])=[C:11]([C:12]3[CH:17]=[C:16]([NH:18][C:19]4[CH:23]=[C:22]([CH3:24])[NH:21][N:20]=4)[C:15](=[O:25])[N:14]([CH3:26])[CH:13]=3)[CH:10]=[CH:9][N:8]=1)[N:36]=[CH:35]2)([CH3:40])([CH3:38])[CH3:39]. The yield is 0.300. (9) The yield is 0.460. The catalyst is C1COCC1. The product is [N:1]1[C:9]([N:10]2[CH2:11][CH2:12][CH:13]([CH:16]=[C:20]([C:18]#[N:19])[C:21]([NH2:23])=[O:22])[CH2:14][CH2:15]2)=[C:8]2[C:4]([NH:5][CH:6]=[N:7]2)=[N:3][CH:2]=1. The reactants are [N:1]1[C:9]([N:10]2[CH2:15][CH2:14][CH:13]([CH:16]=O)[CH2:12][CH2:11]2)=[C:8]2[C:4]([NH:5][CH:6]=[N:7]2)=[N:3][CH:2]=1.[C:18]([CH2:20][C:21]([NH2:23])=[O:22])#[N:19].C1C=CC(P(C2C=CC=CC=2)C2C=CC=CC=2)=CC=1. (10) The reactants are [CH3:1][C:2]1[CH:7]=[C:6]([CH3:8])[CH:5]=[C:4]([CH3:9])[C:3]=1[NH:10][C:11]1[C:16]([N+:17]([O-])=O)=[CH:15][N:14]=[C:13]([NH:20][C:21]2[CH:28]=[CH:27][C:24]([C:25]#[N:26])=[CH:23][CH:22]=2)[N:12]=1.NN. The product is [NH2:17][C:16]1[C:11]([NH:10][C:3]2[C:2]([CH3:1])=[CH:7][C:6]([CH3:8])=[CH:5][C:4]=2[CH3:9])=[N:12][C:13]([NH:20][C:21]2[CH:28]=[CH:27][C:24]([C:25]#[N:26])=[CH:23][CH:22]=2)=[N:14][CH:15]=1. The yield is 0.700. The catalyst is [Pd].C(O)C.